From a dataset of Forward reaction prediction with 1.9M reactions from USPTO patents (1976-2016). Predict the product of the given reaction. (1) Given the reactants [Cl:1][C:2]1[CH:7]=[CH:6][N:5]=[C:4]2[N:8]([S:27]([C:30]3[CH:35]=[CH:34][C:33]([CH3:36])=[CH:32][CH:31]=3)(=[O:29])=[O:28])[C:9]([C:11]3[C:19]4[C:14](=[CH:15][C:16]([O:22][CH2:23][CH2:24]Cl)=[C:17]([O:20][CH3:21])[CH:18]=4)[N:13]([CH3:26])[CH:12]=3)=[CH:10][C:3]=12.[I-:37].[Na+], predict the reaction product. The product is: [Cl:1][C:2]1[CH:7]=[CH:6][N:5]=[C:4]2[N:8]([S:27]([C:30]3[CH:35]=[CH:34][C:33]([CH3:36])=[CH:32][CH:31]=3)(=[O:29])=[O:28])[C:9]([C:11]3[C:19]4[C:14](=[CH:15][C:16]([O:22][CH2:23][CH2:24][I:37])=[C:17]([O:20][CH3:21])[CH:18]=4)[N:13]([CH3:26])[CH:12]=3)=[CH:10][C:3]=12. (2) Given the reactants C(OC([N:8]1[CH2:12][CH2:11][CH2:10][C@H:9]1[CH2:13][N:14]1[C:18]2[N:19]=[CH:20][N:21]=[C:22]([NH2:23])[C:17]=2[C:16]([C:24]2[CH:29]=[CH:28][C:27]([O:30][C:31]3[CH:36]=[CH:35][CH:34]=[CH:33][CH:32]=3)=[CH:26][CH:25]=2)=[CH:15]1)=O)(C)(C)C.C(O)(C(F)(F)F)=O, predict the reaction product. The product is: [O:30]([C:27]1[CH:26]=[CH:25][C:24]([C:16]2[C:17]3[C:22]([NH2:23])=[N:21][CH:20]=[N:19][C:18]=3[N:14]([CH2:13][C@@H:9]3[CH2:10][CH2:11][CH2:12][NH:8]3)[CH:15]=2)=[CH:29][CH:28]=1)[C:31]1[CH:36]=[CH:35][CH:34]=[CH:33][CH:32]=1.